From a dataset of Reaction yield outcomes from USPTO patents with 853,638 reactions. Predict the reaction yield, written as a fraction of the theoretical maximum amount of product (1.0 means a 100% yield; for example, 0.34 means a 34% yield). (1) The reactants are [OH:1][CH:2]1[CH2:6][N:5]([C@@H](C2C=CC=CC=2)C)[CH2:4][C@@:3]1([CH3:22])[C:15]([O:17][C:18]([CH3:21])([CH3:20])[CH3:19])=[O:16].Cl.C(=O)([O-])O.[Na+].[CH2:29]([O:36][C:37](Cl)=[O:38])[C:30]1[CH:35]=[CH:34][CH:33]=[CH:32][CH:31]=1. The catalyst is C(O)C.C(OCC)C. The product is [CH2:29]([O:36][C:37]([N:5]1[CH2:6][CH:2]([OH:1])[C@:3]([CH3:22])([C:15]([O:17][C:18]([CH3:21])([CH3:20])[CH3:19])=[O:16])[CH2:4]1)=[O:38])[C:30]1[CH:35]=[CH:34][CH:33]=[CH:32][CH:31]=1. The yield is 0.911. (2) The reactants are [SH:1][C:2]1[CH:7]=[CH:6][C:5]([CH2:8][OH:9])=[CH:4][CH:3]=1.CS(O[CH:15]1[CH2:18][N:17]([C:19]([C:21]2[O:22][C:23]([C:26]3[CH:31]=[CH:30][CH:29]=[CH:28][CH:27]=3)=[N:24][N:25]=2)=[O:20])[CH2:16]1)(=O)=O.C([O-])([O-])=O.[Cs+].[Cs+].C(OCC)(=O)C. The catalyst is CN(C=O)C. The product is [OH:9][CH2:8][C:5]1[CH:6]=[CH:7][C:2]([S:1][CH:15]2[CH2:16][N:17]([C:19]([C:21]3[O:22][C:23]([C:26]4[CH:31]=[CH:30][CH:29]=[CH:28][CH:27]=4)=[N:24][N:25]=3)=[O:20])[CH2:18]2)=[CH:3][CH:4]=1. The yield is 0.610. (3) The reactants are [OH:1][C:2]1[CH:16]=[C:15]([O:17][CH3:18])[C:14]([O:19][CH3:20])=[CH:13][C:3]=1[C:4]([O:6]C1C=CC=CC=1)=O.[NH2:21][C:22]1[S:23][CH:24]=[C:25]([C:27]([O:29][CH3:30])=[O:28])[N:26]=1.CO. The catalyst is C1(C)C(C)=CC=CC=1. The product is [CH3:30][O:29][C:27]([C:25]1[N:26]=[C:22]([NH:21][C:4](=[O:6])[C:3]2[CH:13]=[C:14]([O:19][CH3:20])[C:15]([O:17][CH3:18])=[CH:16][C:2]=2[OH:1])[S:23][CH:24]=1)=[O:28]. The yield is 0.550. (4) The reactants are [OH:1][CH:2]1[CH2:7][CH2:6][NH:5][CH2:4][CH2:3]1.Cl[C:9]1[S:10][C:11]([C:20]2[CH:25]=[CH:24][N:23]=[C:22]([F:26])[CH:21]=2)=[C:12]([C:14]2[CH:19]=[CH:18][N:17]=[CH:16][CH:15]=2)[N:13]=1.C(=O)(O)[O-].[Na+]. The catalyst is CN(C=O)C.O. The product is [F:26][C:22]1[CH:21]=[C:20]([C:11]2[S:10][C:9]([N:5]3[CH2:6][CH2:7][CH:2]([OH:1])[CH2:3][CH2:4]3)=[N:13][C:12]=2[C:14]2[CH:19]=[CH:18][N:17]=[CH:16][CH:15]=2)[CH:25]=[CH:24][N:23]=1. The yield is 0.890.